Predict the reaction yield, written as a fraction of the theoretical maximum amount of product (1.0 means a 100% yield; for example, 0.34 means a 34% yield). From a dataset of Reaction yield outcomes from USPTO patents with 853,638 reactions. (1) The reactants are CS(C)=O.C(Cl)(=O)C(Cl)=O.[C:11]([O:15][C:16]([N:18]1[CH2:23][CH2:22][CH2:21][CH2:20][CH:19]1[CH2:24][OH:25])=[O:17])([CH3:14])([CH3:13])[CH3:12].CCN(CC)CC. The catalyst is C(Cl)Cl.O. The product is [C:11]([O:15][C:16]([N:18]1[CH2:23][CH2:22][CH2:21][CH2:20][CH:19]1[CH:24]=[O:25])=[O:17])([CH3:14])([CH3:13])[CH3:12]. The yield is 0.730. (2) The reactants are [NH2:1][C@@H:2]([C:6]([OH:8])=[O:7])[C@H:3]([CH3:5])[OH:4].C([O-])(O)=O.[Na+].C(=O)([O-])OC1C([C@@H](C)CCCCCCC)=CC=CN=1.[CH3:33][C@H:34]([O:42][C:43](N1C=CC=CC1=O)=[O:44])[CH2:35][CH2:36][CH2:37][CH2:38][CH2:39][CH2:40][CH3:41]. The catalyst is O.C1COCC1. The product is [OH:4][C@@H:3]([CH3:5])[C@@H:2]([NH:1][C:43]([O:42][C@@H:34]([CH3:33])[CH2:35][CH2:36][CH2:37][CH2:38][CH2:39][CH2:40][CH3:41])=[O:44])[C:6]([OH:8])=[O:7]. The yield is 0.620.